From a dataset of Forward reaction prediction with 1.9M reactions from USPTO patents (1976-2016). Predict the product of the given reaction. (1) Given the reactants [NH2:1][C:2]1[CH:3]=[C:4]([C:9]([N:11]2[CH2:16][CH2:15][CH:14]([C:17]3[CH:22]=[CH:21][C:20]([N:23]4[CH:27]=[CH:26][N:25]=[CH:24]4)=[CH:19][CH:18]=3)[CH2:13][CH2:12]2)=[O:10])[CH:5]=[CH:6][C:7]=1[CH3:8].N1C=CC=CC=1.[Cl:34][C:35]1[CH:43]=[CH:42][C:38]([C:39](Cl)=[O:40])=[CH:37][N:36]=1, predict the reaction product. The product is: [N:23]1([C:20]2[CH:21]=[CH:22][C:17]([CH:14]3[CH2:15][CH2:16][N:11]([C:9]([C:4]4[CH:5]=[CH:6][C:7]([CH3:8])=[C:2]([NH:1][C:39](=[O:40])[C:38]5[CH:42]=[CH:43][C:35]([Cl:34])=[N:36][CH:37]=5)[CH:3]=4)=[O:10])[CH2:12][CH2:13]3)=[CH:18][CH:19]=2)[CH:27]=[CH:26][N:25]=[CH:24]1. (2) The product is: [Cl:8][C:5]1[N:4]=[C:3]([NH:9][CH:10]2[CH2:16][CH2:15][CH2:14][CH2:13][CH2:12][CH2:11]2)[C:2]([C:19]#[C:18][CH2:17][OH:20])=[CH:7][N:6]=1. Given the reactants Br[C:2]1[C:3]([NH:9][CH:10]2[CH2:16][CH2:15][CH2:14][CH2:13][CH2:12][CH2:11]2)=[N:4][C:5]([Cl:8])=[N:6][CH:7]=1.[CH2:17]([OH:20])[C:18]#[CH:19].[F-].C([N+](CCCC)(CCCC)CCCC)CCC, predict the reaction product.